From a dataset of Forward reaction prediction with 1.9M reactions from USPTO patents (1976-2016). Predict the product of the given reaction. Given the reactants [NH2:1][C@H:2]1[C:16](=[O:17])[N:15]([CH2:18][C:19]([F:22])([F:21])[F:20])[CH2:14][C:5]2[C:6]3[CH:7]=[N:8][NH:9][C:10]=3[C:11]([Cl:13])=[CH:12][C:4]=2[CH2:3]1.C(N(CC)C(C)C)(C)C.C1C=CC(O[C:39](OC2C=CC=CC=2)=[N:40][C:41]#[N:42])=CC=1.Cl.[NH:51]1[CH2:56][CH2:55][CH:54]([C:57]2[C:58](=[O:67])[NH:59][C:60]3[C:65]([CH:66]=2)=[CH:64][CH:63]=[CH:62][CH:61]=3)[CH2:53][CH2:52]1, predict the reaction product. The product is: [Cl:13][C:11]1[C:10]2[NH:9][N:8]=[CH:7][C:6]=2[C:5]2[CH2:14][N:15]([CH2:18][C:19]([F:21])([F:20])[F:22])[C:16](=[O:17])[C@H:2]([NH:1][C:39]([N:51]3[CH2:52][CH2:53][CH:54]([C:57]4[C:58](=[O:67])[NH:59][C:60]5[C:65]([CH:66]=4)=[CH:64][CH:63]=[CH:62][CH:61]=5)[CH2:55][CH2:56]3)=[N:40][C:41]#[N:42])[CH2:3][C:4]=2[CH:12]=1.